Task: Regression/Classification. Given a drug SMILES string, predict its absorption, distribution, metabolism, or excretion properties. Task type varies by dataset: regression for continuous measurements (e.g., permeability, clearance, half-life) or binary classification for categorical outcomes (e.g., BBB penetration, CYP inhibition). Dataset: cyp3a4_veith.. Dataset: CYP3A4 inhibition data for predicting drug metabolism from PubChem BioAssay (1) The compound is COCCn1c(C(=O)N2CCCC2)cc2c1C[C@H]1CN(C(=O)c3ccccc3)[C@@](Cc3ccc(F)cc3)(C(=O)OC)[C@@H]21. The result is 1 (inhibitor). (2) The drug is CC[N+](CC)(CCNC(=O)C(=O)NCC[N+](CC)(CC)Cc1ccccc1Cl)Cc1ccccc1Cl. The result is 0 (non-inhibitor). (3) The molecule is O=S(=O)(NCCNC/C=C\c1ccc(Br)cc1)c1cccc2cnccc12. The result is 1 (inhibitor). (4) The molecule is CN(N=O)c1ccc(/C=C\c2ccnc3ccccc23)cc1. The result is 0 (non-inhibitor). (5) The compound is N#Cc1ccc(C(c2nnnn2C2CCCC2)N2CCC(Cc3ccccc3)CC2)cc1. The result is 1 (inhibitor). (6) The result is 0 (non-inhibitor). The molecule is CCn1nc(C)c(NC(=O)/C=C/c2cnn(C)c2C)c1C. (7) The drug is COc1ccc(-n2c(=O)c(-c3cccs3)nc3cnc(OC)nc32)cc1. The result is 1 (inhibitor).